From a dataset of Reaction yield outcomes from USPTO patents with 853,638 reactions. Predict the reaction yield, written as a fraction of the theoretical maximum amount of product (1.0 means a 100% yield; for example, 0.34 means a 34% yield). (1) The reactants are [F:1][C:2]1[CH:3]=[C:4]2[C:9](=[CH:10][CH:11]=1)[N:8]=[CH:7][CH:6]=[C:5]2[N:12]1[CH2:17][CH2:16][C:15]([CH2:19][C:20]([OH:22])=O)([CH3:18])[CH2:14][CH2:13]1.C1CN([P+](ON2N=[N:47][C:42]3[CH:43]=[CH:44][CH:45]=[CH:46][C:41]2=3)(N2CCCC2)N2CCCC2)CC1.F[P-](F)(F)(F)(F)F.[CH3:56]CN(C(C)C)C(C)C. The catalyst is CN(C=O)C. The product is [F:1][C:2]1[CH:3]=[C:4]2[C:9](=[CH:10][CH:11]=1)[N:8]=[CH:7][CH:6]=[C:5]2[N:12]1[CH2:13][CH2:14][C:15]([CH2:19][C:20]([NH:47][C:42]2([CH3:56])[CH2:41][CH2:46][CH2:45][CH2:44][CH2:43]2)=[O:22])([CH3:18])[CH2:16][CH2:17]1. The yield is 0.380. (2) The reactants are Br[C:2]1[CH:7]=[C:6]([CH3:8])[C:5]([CH:9]([C:19]2[CH:24]=[C:23]([F:25])[CH:22]=[CH:21][C:20]=2[F:26])[S:10][C:11]2[CH:16]=[C:15]([F:17])[CH:14]=[C:13]([F:18])[CH:12]=2)=[CH:4][N:3]=1.CCCCCC.C([Li])CCC.CN(C)[CH:40]=[O:41]. The catalyst is C1(C)C=CC=CC=1.C(OCC)(=O)C.O. The product is [F:26][C:20]1[CH:21]=[CH:22][C:23]([F:25])=[CH:24][C:19]=1[CH:9]([S:10][C:11]1[CH:16]=[C:15]([F:17])[CH:14]=[C:13]([F:18])[CH:12]=1)[C:5]1[C:6]([CH3:8])=[CH:7][C:2]([CH:40]=[O:41])=[N:3][CH:4]=1. The yield is 0.650. (3) The reactants are [CH2:1]([O:3][C:4](=[O:20])[C:5](=O)[CH2:6][C:7](=[O:18])/[CH:8]=[CH:9]/[C:10]1[CH:15]=[CH:14][C:13]([Cl:16])=[CH:12][C:11]=1[F:17])[CH3:2].C([O-])(=O)C.[NH4+:25]. The catalyst is CCO. The product is [CH2:1]([O:3][C:4](=[O:20])/[C:5](/[NH2:25])=[CH:6]/[C:7](=[O:18])/[CH:8]=[CH:9]/[C:10]1[CH:15]=[CH:14][C:13]([Cl:16])=[CH:12][C:11]=1[F:17])[CH3:2]. The yield is 0.700. (4) The reactants are C[Si](C)(C)[N-][Si](C)(C)C.[Li+].[O:11]=[C:12]1[N:16]([C:17]([O:19][C:20]([CH3:23])([CH3:22])[CH3:21])=[O:18])[C@H:15]([C:24]([O:26][CH3:27])=[O:25])[CH2:14][CH2:13]1.CI.[CH3:30]C(O)=O. The catalyst is C1COCC1. The product is [CH3:30][C@H:13]1[C:12](=[O:11])[N:16]([C:17]([O:19][C:20]([CH3:23])([CH3:22])[CH3:21])=[O:18])[C@H:15]([C:24]([O:26][CH3:27])=[O:25])[CH2:14]1. The yield is 0.220. (5) The reactants are [Cl:1][C:2]1[CH:29]=[CH:28][CH:27]=[CH:26][C:3]=1[C:4]([C:6]1[CH:7]=[N:8][N:9]2[C:14]([N:15](C)[C:16]3C=CC=CC=3)=[N:13][C:12]([CH2:23][CH2:24][CH3:25])=[N:11][C:10]=12)=[O:5].CN. The catalyst is C(O)C. The product is [Cl:1][C:2]1[CH:29]=[CH:28][CH:27]=[CH:26][C:3]=1[C:4]([C:6]1[CH:7]=[N:8][N:9]2[C:14]([NH:15][CH3:16])=[N:13][C:12]([CH2:23][CH2:24][CH3:25])=[N:11][C:10]=12)=[O:5]. The yield is 0.660. (6) The reactants are [C:1]([C:5]1[NH:6][C:7]2[C:12]([CH:13]=1)=[C:11]([F:14])[C:10]([N+:15]([O-])=O)=[CH:9][CH:8]=2)([CH3:4])([CH3:3])[CH3:2].[BH4-].[Na+].O. The catalyst is CO.Cl[Ni]Cl. The product is [C:1]([C:5]1[NH:6][C:7]2[C:12]([CH:13]=1)=[C:11]([F:14])[C:10]([NH2:15])=[CH:9][CH:8]=2)([CH3:4])([CH3:2])[CH3:3]. The yield is 0.500. (7) The reactants are [CH3:1][C:2]([O:5][C:6]([NH:8][C@@H:9]([CH2:13][CH:14]=[CH2:15])[C:10]([OH:12])=O)=[O:7])([CH3:4])[CH3:3].C(Cl)CCl.C[CH:21]=[CH:22][CH2:23][NH2:24]. The catalyst is CN(C1C=CN=CC=1)C. The product is [CH2:23]([NH:24][C:10]([C@@H:9]([NH:8][C:6](=[O:7])[O:5][C:2]([CH3:1])([CH3:3])[CH3:4])[CH2:13][CH:14]=[CH2:15])=[O:12])[CH:22]=[CH2:21]. The yield is 0.280. (8) The reactants are [CH3:1][O:2][C:3](=[O:11])[CH2:4][CH2:5][CH2:6][C:7]#[C:8][CH2:9]O.C1(P(C2C=CC=CC=2)C2C=CC=CC=2)C=CC=CC=1.N1C=CN=C1.[I:36]I. The catalyst is ClCCl. The product is [CH3:1][O:2][C:3](=[O:11])[CH2:4][CH2:5][CH2:6][C:7]#[C:8][CH2:9][I:36]. The yield is 0.830.